This data is from CYP2C19 inhibition data for predicting drug metabolism from PubChem BioAssay. The task is: Regression/Classification. Given a drug SMILES string, predict its absorption, distribution, metabolism, or excretion properties. Task type varies by dataset: regression for continuous measurements (e.g., permeability, clearance, half-life) or binary classification for categorical outcomes (e.g., BBB penetration, CYP inhibition). Dataset: cyp2c19_veith. (1) The compound is Cc1ccccc1Nc1c([N+](=O)[O-])cc([N+](=O)[O-])c2cccnc12. The result is 1 (inhibitor). (2) The compound is CC1=NN(c2ccccc2)C(=O)/C1=C\c1c(C)[nH]n(-c2ccccc2)c1=O. The result is 0 (non-inhibitor). (3) The molecule is Cc1cc(C)c2c(-n3cccc3)c(C(=O)NNS(=O)(=O)c3ccc(Br)cc3)sc2n1. The result is 1 (inhibitor). (4) The drug is Cc1cc(NC(=O)CCCC(=O)OCC(F)(F)C(F)F)cc(C)c1C(=O)O. The result is 0 (non-inhibitor).